From a dataset of Full USPTO retrosynthesis dataset with 1.9M reactions from patents (1976-2016). Predict the reactants needed to synthesize the given product. (1) Given the product [CH3:2][O:1][C:3]1[CH:23]=[CH:22][C:6]([O:7][C:8]2[N:13]=[CH:12][N:11]=[C:10]([NH:14][C:15]3[N:16]=[C:17]([NH:21][C:24](=[O:27])[CH:25]=[CH2:26])[CH:18]=[CH:19][CH:20]=3)[CH:9]=2)=[CH:5][CH:4]=1, predict the reactants needed to synthesize it. The reactants are: [O:1]([C:3]1[CH:23]=[CH:22][C:6]([O:7][C:8]2[N:13]=[CH:12][N:11]=[C:10]([NH:14][C:15]3[CH:20]=[CH:19][CH:18]=[C:17]([NH2:21])[N:16]=3)[CH:9]=2)=[CH:5][CH:4]=1)[CH3:2].[C:24](Cl)(=[O:27])[CH:25]=[CH2:26].C([O-])(O)=O.[Na+]. (2) Given the product [CH3:23][N:11]1[CH:12]=[C:13]([CH:16]([OH:21])[C:17]([F:18])([F:19])[F:20])[C:26](=[O:29])[C:9]([CH3:14])=[C:10]1[CH3:22], predict the reactants needed to synthesize it. The reactants are: C(O[C:9]1[C:14](=O)[C:13]([CH:16]([OH:21])[C:17]([F:20])([F:19])[F:18])=[CH:12][NH:11][C:10]=1[CH3:22])C1C=CC=CC=1.[C:23](#N)C.[C:26](=[O:29])([O-])[O-].[K+].[K+].CI. (3) Given the product [Br:23][C:24]1[CH:35]=[C:28]([C:29]([C:14]2[C:15]3[CH:20]=[N:19][C:18]([Cl:21])=[N:17][C:16]=3[N:12]([CH:10]([CH3:11])[CH2:9][O:8][Si:1]([C:4]([CH3:7])([CH3:6])[CH3:5])([CH3:3])[CH3:2])[CH:13]=2)=[O:30])[CH:27]=[N:26][CH:25]=1, predict the reactants needed to synthesize it. The reactants are: [Si:1]([O:8][CH2:9][CH:10]([N:12]1[C:16]2[N:17]=[C:18]([Cl:21])[N:19]=[CH:20][C:15]=2[C:14](I)=[CH:13]1)[CH3:11])([C:4]([CH3:7])([CH3:6])[CH3:5])([CH3:3])[CH3:2].[Br:23][C:24]1[CH:25]=[N:26][CH:27]=[C:28]([CH:35]=1)[C:29](N(OC)C)=[O:30]. (4) Given the product [OH:3][C@:4]([C:17]1[CH:22]=[CH:21][CH:20]=[CH:19][CH:18]=1)([CH2:8][C:9]([OH:11])([CH3:16])[CH3:10])[CH2:5][CH2:6][N:23]([C@H:24]([C:26]1[CH:27]=[CH:28][C:29]([C:32]2[CH:37]=[CH:36][N:35]([CH3:38])[C:34](=[O:39])[CH:33]=2)=[CH:30][CH:31]=1)[CH3:25])[C:47](=[O:48])[O:49][C:50]1[CH:55]=[CH:54][CH:53]=[CH:52][CH:51]=1, predict the reactants needed to synthesize it. The reactants are: [BH4-].[Na+].[OH:3][C@:4]([C:17]1[CH:22]=[CH:21][CH:20]=[CH:19][CH:18]=1)([CH2:8][C:9]([CH3:16])([O:11][Si](C)(C)C)[CH3:10])[CH2:5][CH:6]=O.[NH2:23][C@H:24]([C:26]1[CH:31]=[CH:30][C:29]([C:32]2[CH:37]=[CH:36][N:35]([CH3:38])[C:34](=[O:39])[CH:33]=2)=[CH:28][CH:27]=1)[CH3:25].C([O-])([O-])=O.[K+].[K+].Cl[C:47]([O:49][C:50]1[CH:55]=[CH:54][CH:53]=[CH:52][CH:51]=1)=[O:48].